From a dataset of Full USPTO retrosynthesis dataset with 1.9M reactions from patents (1976-2016). Predict the reactants needed to synthesize the given product. (1) Given the product [CH3:19][N:20]1[C:24]2[CH:25]=[CH:26][C:27]([N:29]3[CH:4]=[C:5]([C:6]([O:8][CH2:9][CH3:10])=[O:7])[C:11](=[O:18])[NH:12][C:13]3=[O:15])=[CH:28][C:23]=2[N:22]([CH3:30])[S:21]1(=[O:31])=[O:32], predict the reactants needed to synthesize it. The reactants are: C(O[CH:4]=[C:5]([C:11](=[O:18])[NH:12][C:13]([O:15]CC)=O)[C:6]([O:8][CH2:9][CH3:10])=[O:7])C.[CH3:19][N:20]1[C:24]2[CH:25]=[CH:26][C:27]([NH2:29])=[CH:28][C:23]=2[N:22]([CH3:30])[S:21]1(=[O:32])=[O:31].CC(C)([O-])C.[K+].Cl. (2) Given the product [C:21]([O:25][C:26]([N:28]1[CH2:33][CH2:32][N:31]([C:10]2[C:11]3[C:17]([O:18][CH3:19])=[CH:16][N:15]=[CH:14][C:12]=3[N:13]=[C:8]([C:6]3[CH:5]=[CH:4][N:3]=[C:2]([Cl:1])[CH:7]=3)[N:9]=2)[CH2:30][C@@H:29]1[CH2:34][OH:35])=[O:27])([CH3:24])([CH3:23])[CH3:22], predict the reactants needed to synthesize it. The reactants are: [Cl:1][C:2]1[CH:7]=[C:6]([C:8]2[N:9]=[C:10](O)[C:11]3[C:17]([O:18][CH3:19])=[CH:16][N:15]=[CH:14][C:12]=3[N:13]=2)[CH:5]=[CH:4][N:3]=1.[C:21]([O:25][C:26]([N:28]1[CH2:33][CH2:32][NH:31][CH2:30][C@@H:29]1[CH2:34][OH:35])=[O:27])([CH3:24])([CH3:23])[CH3:22].C(OC(N1CCN(C2C3C(C4CC4)=CN=CC=3N=C(C3C=CN=C(Cl)C=3)N=2)CC1)=O)(C)(C)C. (3) Given the product [CH2:20]([N:9]([CH2:1][CH2:2][CH2:3][CH2:4][CH2:5][CH2:6][CH2:7][CH3:8])[CH2:10][CH2:11][CH2:12][CH2:13][CH2:14][CH2:15][CH2:16][CH3:17])[CH:19]=[CH2:18], predict the reactants needed to synthesize it. The reactants are: [CH2:1]([NH:9][CH2:10][CH2:11][CH2:12][CH2:13][CH2:14][CH2:15][CH2:16][CH3:17])[CH2:2][CH2:3][CH2:4][CH2:5][CH2:6][CH2:7][CH3:8].[CH2:18](Br)[CH:19]=[CH2:20].CCN(C(C)C)C(C)C.CO. (4) The reactants are: C[O:2][C:3](=[O:23])[C:4]1[CH:9]=[CH:8][CH:7]=[C:6]([S:10][C:11]2[C:19]3[C:14](=[CH:15][C:16]([Cl:20])=[CH:17][CH:18]=3)[N:13]([CH3:21])[C:12]=2[CH3:22])[CH:5]=1.[Li+].[OH-]. Given the product [Cl:20][C:16]1[CH:15]=[C:14]2[C:19]([C:11]([S:10][C:6]3[CH:5]=[C:4]([CH:9]=[CH:8][CH:7]=3)[C:3]([OH:23])=[O:2])=[C:12]([CH3:22])[N:13]2[CH3:21])=[CH:18][CH:17]=1, predict the reactants needed to synthesize it. (5) Given the product [Cl:8][C:9]1[C:10]([N:42]2[CH2:50][C@H:49]3[C@H:44]([NH:45][CH2:46][CH2:47][CH2:48]3)[CH2:43]2)=[CH:11][C:12]([C:40]#[N:41])=[CH:13][C:14]=1[NH:15][C:16]1[N:21]=[C:20]([NH:22][CH:32]2[CH2:33][CH2:34]2)[C:19]2=[N:35][CH:36]=[C:37]([C:38]#[N:39])[N:18]2[N:17]=1, predict the reactants needed to synthesize it. The reactants are: C(O)(C(F)(F)F)=O.[Cl:8][C:9]1[C:14]([NH:15][C:16]2[N:21]=[C:20]([N:22]([CH:32]3[CH2:34][CH2:33]3)CC3C=CC(OC)=CC=3)[C:19]3=[N:35][CH:36]=[C:37]([C:38]#[N:39])[N:18]3[N:17]=2)=[CH:13][C:12]([C:40]#[N:41])=[CH:11][C:10]=1[N:42]1[CH2:50][C@H:49]2[C@H:44]([N:45](C(OC(C)(C)C)=O)[CH2:46][CH2:47][CH2:48]2)[CH2:43]1.C1(OC)C=CC=CC=1. (6) Given the product [OH:8][C:9]1[C:14]([O:15][CH3:16])=[CH:13][C:12]([C:17]2([C:21]#[N:22])[CH2:18][CH2:19][CH2:20]2)=[C:11]([N+:23]([O-:25])=[O:24])[CH:10]=1, predict the reactants needed to synthesize it. The reactants are: C([O:8][C:9]1[C:14]([O:15][CH3:16])=[CH:13][C:12]([C:17]2([C:21]#[N:22])[CH2:20][CH2:19][CH2:18]2)=[C:11]([N+:23]([O-:25])=[O:24])[CH:10]=1)C1C=CC=CC=1.[H][H]. (7) The reactants are: [NH2:1][C:2]1[CH:6]=[CH:5][S:4][C:3]=1[C:7]([O:9][CH3:10])=[O:8].[F:11][C:12]([F:25])([F:24])[O:13][C:14]1[CH:15]=[C:16]([S:20](Cl)(=[O:22])=[O:21])[CH:17]=[CH:18][CH:19]=1.N1C=CC=CC=1. Given the product [F:25][C:12]([F:11])([F:24])[O:13][C:14]1[CH:15]=[C:16]([S:20]([NH:1][C:2]2[CH:6]=[CH:5][S:4][C:3]=2[C:7]([O:9][CH3:10])=[O:8])(=[O:22])=[O:21])[CH:17]=[CH:18][CH:19]=1, predict the reactants needed to synthesize it. (8) Given the product [NH:7]1[C:15]2[C:10](=[CH:11][CH:12]=[C:13]([C:16]([C:20]3[CH:21]=[N:22][CH:23]=[CH:24][CH:25]=3)=[CH:17][CH2:18][OH:19])[CH:14]=2)[CH:9]=[N:8]1, predict the reactants needed to synthesize it. The reactants are: [H-].[H-].[H-].[H-].[Li+].[Al+3].[NH:7]1[C:15]2[C:10](=[CH:11][CH:12]=[C:13]([CH:16]([C:20]3[CH:21]=[N:22][CH:23]=[CH:24][CH:25]=3)[CH2:17][CH2:18][OH:19])[CH:14]=2)[CH:9]=[N:8]1. (9) Given the product [C:22]1([CH3:25])[CH:21]=[CH:20][C:19]([C:17]2[O:16][N:15]=[C:14]([CH2:13][NH:11][C:8]34[CH2:10][CH:4]5[CH2:5][CH:6]([CH2:1][CH:2]([CH2:3]5)[CH2:9]3)[CH2:7]4)[N:18]=2)=[CH:24][CH:23]=1, predict the reactants needed to synthesize it. The reactants are: [CH2:1]1[CH:6]2[CH2:7][C:8]3([NH2:11])[CH2:10][CH:4]([CH2:5]2)[CH2:3][CH:2]1[CH2:9]3.Cl[CH2:13][C:14]1[N:18]=[C:17]([C:19]2[CH:24]=[CH:23][C:22]([CH3:25])=[CH:21][CH:20]=2)[O:16][N:15]=1.